From a dataset of Full USPTO retrosynthesis dataset with 1.9M reactions from patents (1976-2016). Predict the reactants needed to synthesize the given product. Given the product [NH:1]1[C:2]2[C:6]3[CH:7]=[CH:8][CH:9]=[CH:10][C:5]=3[O:4][C:3]=2[C:11](=[O:12])[NH:13][C:15]1=[O:16], predict the reactants needed to synthesize it. The reactants are: [NH2:1][CH:2]1[C:6]2[CH:7]=[CH:8][CH:9]=[CH:10][C:5]=2[O:4][CH:3]1[C:11]([NH2:13])=[O:12].C(Cl)(=O)[C:15](Cl)=[O:16].